This data is from Catalyst prediction with 721,799 reactions and 888 catalyst types from USPTO. The task is: Predict which catalyst facilitates the given reaction. (1) Reactant: [NH2:1][C:2]1[C:11]2[CH2:10][CH2:9][CH2:8][CH2:7][C:6]=2[CH:5]=[CH:4][C:3]=1[NH:12][C:13]1[CH:14]=[C:15]([CH:18]=[CH:19][CH:20]=1)[C:16]#[N:17].[C:21](Cl)(=[O:26])[CH2:22][C:23](Cl)=[O:24]. Product: [C:16]([C:15]1[CH:14]=[C:13]([N:12]2[C:23](=[O:24])[CH2:22][C:21](=[O:26])[NH:1][C:2]3[C:11]4[CH2:10][CH2:9][CH2:8][CH2:7][C:6]=4[CH:5]=[CH:4][C:3]2=3)[CH:20]=[CH:19][CH:18]=1)#[N:17]. The catalyst class is: 7. (2) Reactant: [C:1]([O:5][C:6]([N:8]1[CH2:12][CH2:11][CH2:10][C@@H:9]1[CH2:13][OH:14])=[O:7])([CH3:4])([CH3:3])[CH3:2].[C:15]1([CH3:25])[CH:20]=[CH:19][C:18]([S:21](Cl)(=[O:23])=[O:22])=[CH:17][CH:16]=1. Product: [C:1]([O:5][C:6]([N:8]1[CH2:12][CH2:11][CH2:10][C@@H:9]1[CH2:13][O:14][S:21]([C:18]1[CH:19]=[CH:20][C:15]([CH3:25])=[CH:16][CH:17]=1)(=[O:23])=[O:22])=[O:7])([CH3:4])([CH3:3])[CH3:2]. The catalyst class is: 17. (3) Reactant: [C:1]([O:5][C:6]([NH:8][C@@H:9]([CH2:14][CH2:15][CH:16]=[CH2:17])[C:10]([O:12]C)=[O:11])=[O:7])([CH3:4])([CH3:3])[CH3:2].O[Li].O. Product: [C:1]([O:5][C:6]([NH:8][C@@H:9]([CH2:14][CH2:15][CH:16]=[CH2:17])[C:10]([OH:12])=[O:11])=[O:7])([CH3:4])([CH3:3])[CH3:2]. The catalyst class is: 20. (4) Reactant: [Na].[Br:2][C:3]1[CH:8]=[CH:7][N:6]=[C:5]([C:9]([C:12]2[CH:17]=[CH:16][C:15]([OH:18])=[CH:14][CH:13]=2)([CH3:11])[CH3:10])[CH:4]=1.Cl.[CH3:20][N:21]([CH3:26])[CH2:22][CH2:23][CH2:24]Cl. The catalyst class is: 173. Product: [Br:2][C:3]1[CH:8]=[CH:7][N:6]=[C:5]([C:9]([C:12]2[CH:13]=[CH:14][C:15]([O:18][CH2:24][CH2:23][CH2:22][N:21]([CH3:26])[CH3:20])=[CH:16][CH:17]=2)([CH3:10])[CH3:11])[CH:4]=1. (5) Reactant: Cl.[NH2:2][CH2:3][C:4]([O:6][CH3:7])=[O:5].CCN(C(C)C)C(C)C.[C:17](Cl)(=[O:28])[O:18][C:19]1[CH:24]=[CH:23][C:22]([N+:25]([O-:27])=[O:26])=[CH:21][CH:20]=1. The catalyst class is: 2. Product: [N+:25]([C:22]1[CH:23]=[CH:24][C:19]([O:18][C:17]([NH:2][CH2:3][C:4]([O:6][CH3:7])=[O:5])=[O:28])=[CH:20][CH:21]=1)([O-:27])=[O:26]. (6) Reactant: [Br:1][C:2]1[CH:3]=[C:4]2[C:9](=[CH:10][CH:11]=1)[N:8]=[C:7]([C:12](N(OC)C)=[O:13])[CH:6]=[CH:5]2.[CH3:18][Mg]Br. Product: [Br:1][C:2]1[CH:3]=[C:4]2[C:9](=[CH:10][CH:11]=1)[N:8]=[C:7]([C:12](=[O:13])[CH3:18])[CH:6]=[CH:5]2. The catalyst class is: 1. (7) Reactant: [CH3:1][C:2]1[CH:7]=[C:6]([C:8]2[C:16]3[C:11](=[CH:12][CH:13]=[C:14]([NH:17][C:18]([C@:20]4([S:25][CH3:26])[CH2:24][CH2:23][NH:22][CH2:21]4)=[O:19])[CH:15]=3)[NH:10][N:9]=2)[CH:5]=[CH:4][N:3]=1.Cl[CH2:28][C:29]([CH:31]1[CH2:36][CH2:35][N:34]([C:37]2[S:38][CH:39]=[CH:40][N:41]=2)[CH2:33][CH2:32]1)=[O:30].C(N(CC)CC)C. Product: [CH3:1][C:2]1[CH:7]=[C:6]([C:8]2[C:16]3[C:11](=[CH:12][CH:13]=[C:14]([NH:17][C:18]([C@:20]4([S:25][CH3:26])[CH2:24][CH2:23][N:22]([CH2:28][C:29](=[O:30])[CH:31]5[CH2:32][CH2:33][N:34]([C:37]6[S:38][CH:39]=[CH:40][N:41]=6)[CH2:35][CH2:36]5)[CH2:21]4)=[O:19])[CH:15]=3)[NH:10][N:9]=2)[CH:5]=[CH:4][N:3]=1. The catalyst class is: 3. (8) Reactant: [Al+3].[Cl-].[Cl-].[Cl-].C([N:12]1[C:20]2[C:15](=[CH:16][C:17]([Cl:21])=[CH:18][CH:19]=2)[CH:14]=[C:13]1[C:22]([CH:24]([CH2:36][CH2:37][CH3:38])[CH2:25][C:26]1[CH:35]=[CH:34][C:29]([C:30]([O:32][CH3:33])=[O:31])=[CH:28][CH:27]=1)=[O:23])C1C=CC=CC=1. Product: [Cl:21][C:17]1[CH:16]=[C:15]2[C:20](=[CH:19][CH:18]=1)[NH:12][C:13]([C:22]([CH:24]([CH2:36][CH2:37][CH3:38])[CH2:25][C:26]1[CH:35]=[CH:34][C:29]([C:30]([O:32][CH3:33])=[O:31])=[CH:28][CH:27]=1)=[O:23])=[CH:14]2. The catalyst class is: 48. (9) Reactant: Cl[Si](Cl)(Cl)[Si](Cl)(Cl)Cl.[CH3:9][N-:10][CH3:11].[Li+].CC[C@@H]([C@H](N1N=NC([C@@H](N)CO)=C1)C(N1CCN(C2N=C(NCCOCCOCCOCC#C)N=C(N3CCN(C([C@@H](N4N=NC([C@@H](N)CO)=C4)[C@H](CC)C)=O)CC3)N=2)CC1)=O)C.Cl.[CH3:77][N:78]([Si:80]([N:92]([CH3:94])[CH3:93])([N:89]([CH3:91])[CH3:90])[Si:81]([N:86]([CH3:88])[CH3:87])([N:83]([CH3:85])[CH3:84])Cl)[CH3:79]. Product: [CH3:9][N:10]([Si:81]([N:86]([CH3:88])[CH3:87])([N:83]([CH3:85])[CH3:84])[Si:80]([N:89]([CH3:91])[CH3:90])([N:92]([CH3:93])[CH3:94])[N:78]([CH3:77])[CH3:79])[CH3:11]. The catalyst class is: 81.